Dataset: Reaction yield outcomes from USPTO patents with 853,638 reactions. Task: Predict the reaction yield, written as a fraction of the theoretical maximum amount of product (1.0 means a 100% yield; for example, 0.34 means a 34% yield). (1) The reactants are C(N(CC)C(C)C)(C)C.F[P-](F)(F)(F)(F)F.N1(O[P+](N(C)C)(N(C)C)N(C)C)C2C=CC=CC=2N=N1.C(O[C:40]([C@H:42]1[C@@H:47]([NH:48][CH2:49][C:50]2[CH:55]=[CH:54][C:53]([F:56])=[CH:52][CH:51]=2)[C@H:46]2[CH2:57][C@@H:43]1[CH2:44][CH2:45]2)=[O:41])C.[I:58][C:59]1[CH:74]=[CH:73][C:62]2[NH:63][C:64]([CH2:69][C:70](O)=[O:71])=[N:65][S:66](=[O:68])(=[O:67])[C:61]=2[CH:60]=1.[O-]CC.[Na+].C(O)C. The catalyst is CN(C)C=O. The product is [F:56][C:53]1[CH:52]=[CH:51][C:50]([CH2:49][N:48]2[C:70](=[O:71])[C:69]([C:64]3[NH:63][C:62]4[CH:73]=[CH:74][C:59]([I:58])=[CH:60][C:61]=4[S:66](=[O:68])(=[O:67])[N:65]=3)=[C:40]([OH:41])[C@H:42]3[C@@H:47]2[C@H:46]2[CH2:57][C@@H:43]3[CH2:44][CH2:45]2)=[CH:55][CH:54]=1. The yield is 0.490. (2) The reactants are [H-].[Na+].[CH2:3]([C:6]1[C:15]([OH:16])=[CH:14][CH:13]=[C:12]2[C:7]=1[CH:8]=[CH:9][CH:10]=[N:11]2)[CH:4]=[CH2:5].[CH2:17](Br)[C:18]1[CH:23]=[CH:22][CH:21]=[CH:20][CH:19]=1. The catalyst is CN(C)C=O. The product is [CH2:3]([C:6]1[C:15]([O:16][CH2:17][C:18]2[CH:23]=[CH:22][CH:21]=[CH:20][CH:19]=2)=[CH:14][CH:13]=[C:12]2[C:7]=1[CH:8]=[CH:9][CH:10]=[N:11]2)[CH:4]=[CH2:5]. The yield is 0.920. (3) The product is [CH3:56][N:55]([CH3:57])[O:54][CH2:53][CH2:52][O:51][C@@H:39]1[C@H:38]([OH:58])[C@@H:37]([CH2:36][OH:35])[O:41][C@H:40]1[N:42]1[CH:49]=[C:48]([CH3:50])[C:46](=[O:47])[NH:45][C:43]1=[O:44]. The yield is 0.925. The reactants are F.F.F.C(N(CC)CC)C.C(N(CC)CC)C.[Si]([O:35][CH2:36][C@H:37]1[O:41][C@@H:40]([N:42]2[CH:49]=[C:48]([CH3:50])[C:46](=[O:47])[NH:45][C:43]2=[O:44])[C@H:39]([O:51][CH2:52][CH2:53][O:54][N:55]([CH3:57])[CH3:56])[C@@H:38]1[OH:58])(C(C)(C)C)(C1C=CC=CC=1)C1C=CC=CC=1.CO. The catalyst is C1COCC1.C(Cl)Cl. (4) The reactants are [OH:1][C:2]1[CH:3]=[C:4]([C:9]2([C:12]([OH:14])=[O:13])[CH2:11][CH2:10]2)[CH:5]=[CH:6][C:7]=1[OH:8].[CH3:15]C1C=CC(S(O)(=O)=O)=CC=1. The catalyst is CO. The product is [OH:1][C:2]1[CH:3]=[C:4]([C:9]2([C:12]([O:14][CH3:15])=[O:13])[CH2:11][CH2:10]2)[CH:5]=[CH:6][C:7]=1[OH:8]. The yield is 0.910. (5) The reactants are [CH3:1][CH:2]([N:4]1[C:12](/[CH:13]=[CH:14]/[C@H:15]([OH:24])[CH2:16][C@H:17]([OH:23])[CH2:18][C:19]([O:21]C)=[O:20])=[C:11]([C:25]2[CH:30]=[CH:29][C:28]([F:31])=[CH:27][CH:26]=2)[C:10]2[C:5]1=[CH:6][CH:7]=[CH:8][CH:9]=2)[CH3:3].[OH-].[Na+:33]. The catalyst is C1COCC1. The product is [CH3:3][CH:2]([N:4]1[C:12](/[CH:13]=[CH:14]/[CH:15]([OH:24])[CH2:16][CH:17]([OH:23])[CH2:18][C:19]([O-:21])=[O:20])=[C:11]([C:25]2[CH:26]=[CH:27][C:28]([F:31])=[CH:29][CH:30]=2)[C:10]2[CH:9]=[CH:8][CH:7]=[CH:6][C:5]1=2)[CH3:1].[Na+:33]. The yield is 0.390.